The task is: Predict the reactants needed to synthesize the given product.. This data is from Full USPTO retrosynthesis dataset with 1.9M reactions from patents (1976-2016). (1) Given the product [NH:1]1[C:10]2[C:5]([CH:6]=[CH:7][C:8]3[C:9]=2[CH:11]=[CH:12][N:13]=3)=[CH:4][CH:3]=[C:2]1[C:14]1[C:15](=[O:17])[NH:23][C:20](=[O:22])[CH:21]=1, predict the reactants needed to synthesize it. The reactants are: [NH:1]1[C:10]2[C:5]([CH:6]=[CH:7][C:8]3[C:9]=2[CH:11]=[CH:12][N:13]=3)=[CH:4][CH:3]=[C:2]1[C:14](=O)[C:15]([O:17]C)=O.[C:20]([NH2:23])(=[O:22])[CH3:21]. (2) Given the product [C:1]([O:5][C:6]([N:8]1[CH2:9][CH2:10][N:11]([CH2:14][C:15]2[N:16]=[C:17]3[N:21]([CH:22]=2)[C:20]([C:23]2[CH:28]=[CH:27][CH:26]=[CH:25][C:24]=2[NH2:29])=[CH:19][S:18]3)[CH2:12][CH2:13]1)=[O:7])([CH3:4])([CH3:2])[CH3:3], predict the reactants needed to synthesize it. The reactants are: [C:1]([O:5][C:6]([N:8]1[CH2:13][CH2:12][N:11]([CH2:14][C:15]2[N:16]=[C:17]3[N:21]([CH:22]=2)[C:20]([C:23]2[CH:28]=[CH:27][CH:26]=[CH:25][C:24]=2[N+:29]([O-])=O)=[CH:19][S:18]3)[CH2:10][CH2:9]1)=[O:7])([CH3:4])([CH3:3])[CH3:2].CO.O.[SH-].[Na+]. (3) Given the product [Br:1][C:2]1[CH:3]=[CH:4][C:5]([CH:8]([CH3:14])[CH2:9][OH:10])=[CH:6][CH:7]=1, predict the reactants needed to synthesize it. The reactants are: [Br:1][C:2]1[CH:7]=[CH:6][C:5]([CH:8]([CH3:14])[C:9](OCC)=[O:10])=[CH:4][CH:3]=1.[H-].C([Al+]CC(C)C)C(C)C. (4) Given the product [C:21]([O:20][C:19](=[O:25])[N:18]([C:15]1[C:14]([C:33]2[O:34][C:35]([C:38]3[CH:43]=[CH:42][CH:41]=[CH:40][CH:39]=3)=[N:36][N:37]=2)=[N:13][C:12]([C:3]2[CH:4]=[CH:5][CH:6]=[CH:7][C:2]=2[Br:1])=[CH:17][N:16]=1)[C:26]([O:28][C:29]([CH3:32])([CH3:31])[CH3:30])=[O:27])([CH3:22])([CH3:23])[CH3:24], predict the reactants needed to synthesize it. The reactants are: [Br:1][C:2]1[CH:7]=[CH:6][CH:5]=[CH:4][C:3]=1B(O)O.Br[C:12]1[N:13]=[C:14]([C:33]2[O:34][C:35]([C:38]3[CH:43]=[CH:42][CH:41]=[CH:40][CH:39]=3)=[N:36][N:37]=2)[C:15]([N:18]([C:26]([O:28][C:29]([CH3:32])([CH3:31])[CH3:30])=[O:27])[C:19](=[O:25])[O:20][C:21]([CH3:24])([CH3:23])[CH3:22])=[N:16][CH:17]=1.C(=O)([O-])[O-].[K+].[K+].